From a dataset of Forward reaction prediction with 1.9M reactions from USPTO patents (1976-2016). Predict the product of the given reaction. (1) Given the reactants Br[C:2]1[CH:3]=[CH:4][C:5]([O:8][CH3:9])=[N:6][CH:7]=1.C([Li])CCC.[CH3:15][O:16][C:17]1[N:22]=[CH:21][C:20]([C:23]#[N:24])=[CH:19][CH:18]=1.[BH4-].[Na+], predict the reaction product. The product is: [CH3:9][O:8][C:5]1[N:6]=[CH:7][C:2]([CH:23]([C:20]2[CH:21]=[N:22][C:17]([O:16][CH3:15])=[CH:18][CH:19]=2)[NH2:24])=[CH:3][CH:4]=1. (2) Given the reactants [Cl:1][C:2]1[C:10](F)=[C:9]([S:12]([CH3:15])(=[O:14])=[O:13])[CH:8]=[CH:7][C:3]=1[C:4]([OH:6])=[O:5].[H-].[Na+].[Na].[CH3:19][O:20][CH2:21][CH2:22][SH:23], predict the reaction product. The product is: [Cl:1][C:2]1[C:10]([S:23][CH2:22][CH2:21][O:20][CH3:19])=[C:9]([S:12]([CH3:15])(=[O:14])=[O:13])[CH:8]=[CH:7][C:3]=1[C:4]([OH:6])=[O:5]. (3) Given the reactants [F:1][C:2]1[C:7]([NH2:8])=[C:6]([F:9])[C:5]([F:10])=[CH:4][C:3]=1[NH2:11].ClCCl.N1C=CC=CC=1.[F:21][CH2:22][CH2:23][CH2:24][S:25](Cl)(=[O:27])=[O:26], predict the reaction product. The product is: [NH2:8][C:7]1[C:2]([F:1])=[C:3]([NH:11][S:25]([CH2:24][CH2:23][CH2:22][F:21])(=[O:27])=[O:26])[CH:4]=[C:5]([F:10])[C:6]=1[F:9]. (4) Given the reactants C(OC([N:8]1[CH2:13][CH2:12][N:11]([CH2:14][C:15]2[C:16]([C:36]3[CH:41]=[CH:40][CH:39]=[CH:38][CH:37]=3)=[N:17][C:18]3[C:23]([C:24]=2[C:25](=[O:35])[NH:26][C@H:27]([CH:29]2[CH2:34][CH2:33][CH2:32][CH2:31][CH2:30]2)[CH3:28])=[CH:22][CH:21]=[CH:20][CH:19]=3)[CH2:10][CH2:9]1)=O)(C)(C)C.C(O)(C(F)(F)F)=O, predict the reaction product. The product is: [CH:29]1([C@@H:27]([NH:26][C:25]([C:24]2[C:23]3[C:18](=[CH:19][CH:20]=[CH:21][CH:22]=3)[N:17]=[C:16]([C:36]3[CH:37]=[CH:38][CH:39]=[CH:40][CH:41]=3)[C:15]=2[CH2:14][N:11]2[CH2:12][CH2:13][NH:8][CH2:9][CH2:10]2)=[O:35])[CH3:28])[CH2:34][CH2:33][CH2:32][CH2:31][CH2:30]1. (5) Given the reactants [O:1]1[C:5]2[CH:6]=[CH:7][C:8]([CH2:10][NH:11][CH2:12][CH2:13][CH:14]3[CH2:19][CH2:18][CH2:17][CH2:16][N:15]3[C:20]3[CH:25]=[CH:24][N:23]=[C:22]([N:26]4[CH:30]=[CH:29][N:28]=[CH:27]4)[N:21]=3)=[CH:9][C:4]=2[O:3][CH2:2]1.CCN(C(C)C)C(C)C.[CH3:40][S:41](Cl)(=[O:43])=[O:42], predict the reaction product. The product is: [O:1]1[C:5]2[CH:6]=[CH:7][C:8]([CH2:10][N:11]([S:41]([CH3:40])(=[O:43])=[O:42])[CH2:12][CH2:13][CH:14]3[CH2:19][CH2:18][CH2:17][CH2:16][N:15]3[C:20]3[CH:25]=[CH:24][N:23]=[C:22]([N:26]4[CH:30]=[CH:29][N:28]=[CH:27]4)[N:21]=3)=[CH:9][C:4]=2[O:3][CH2:2]1. (6) Given the reactants [CH2:1]([O:3][C:4]1[C:5]([C:11]([N:13]2[CH2:18][CH2:17][CH2:16][CH2:15][C@H:14]2[CH2:19][C:20]2[N:21]=[C:22]3[C:27]([CH3:28])=[CH:26][C:25]([F:29])=[CH:24][N:23]3[CH:30]=2)=[O:12])=[N:6][C:7]([CH3:10])=[CH:8][CH:9]=1)[CH3:2].[ClH:31].CCOCC, predict the reaction product. The product is: [ClH:31].[CH2:1]([O:3][C:4]1[C:5]([C:11]([N:13]2[CH2:18][CH2:17][CH2:16][CH2:15][C@H:14]2[CH2:19][C:20]2[N:21]=[C:22]3[C:27]([CH3:28])=[CH:26][C:25]([F:29])=[CH:24][N:23]3[CH:30]=2)=[O:12])=[N:6][C:7]([CH3:10])=[CH:8][CH:9]=1)[CH3:2]. (7) Given the reactants C[Si]([N-][Si](C)(C)C)(C)C.[Li+].C1COCC1.[C:16]([C:19]1[N:20]=[C:21]([CH3:27])[N:22]2[CH:26]=[CH:25][S:24][C:23]=12)(=[O:18])[CH3:17].C([Li])CCC.CCCCCC.[CH2:39]([Sn:43](Cl)([CH2:48][CH2:49][CH2:50][CH3:51])[CH2:44][CH2:45][CH2:46][CH3:47])[CH2:40][CH2:41][CH3:42].[Cl-].[NH4+], predict the reaction product. The product is: [C:16]([C:19]1[N:20]=[C:21]([CH3:27])[N:22]2[CH:26]=[C:25]([Sn:43]([CH2:44][CH2:45][CH2:46][CH3:47])([CH2:48][CH2:49][CH2:50][CH3:51])[CH2:39][CH2:40][CH2:41][CH3:42])[S:24][C:23]=12)(=[O:18])[CH3:17].